Dataset: Reaction yield outcomes from USPTO patents with 853,638 reactions. Task: Predict the reaction yield, written as a fraction of the theoretical maximum amount of product (1.0 means a 100% yield; for example, 0.34 means a 34% yield). (1) The reactants are [Cl:1][C:2]1[CH:3]=[CH:4][C:5]([CH2:13][CH3:14])=[C:6]([N:8]2[CH:12]=[CH:11][CH:10]=[CH:9]2)[CH:7]=1.ClS([N:19]=[C:20]=O)(=O)=O.CN(C=O)C. The catalyst is C(#N)C.CCOC(C)=O. The product is [Cl:1][C:2]1[CH:3]=[CH:4][C:5]([CH2:13][CH3:14])=[C:6]([N:8]2[CH:9]=[CH:10][CH:11]=[C:12]2[C:20]#[N:19])[CH:7]=1. The yield is 0.800. (2) The reactants are [CH2:1]([O:3][C:4](=[O:21])[CH2:5][C:6]([NH:8][C:9]1[CH:14]=[CH:13][C:12]([O:15][CH3:16])=[CH:11][C:10]=1[S:17](=[O:20])(=[O:19])[NH2:18])=O)[CH3:2].P(Cl)(Cl)(Cl)=O. No catalyst specified. The product is [CH2:1]([O:3][C:4](=[O:21])[CH2:5][C:6]1[NH:8][C:9]2[CH:14]=[CH:13][C:12]([O:15][CH3:16])=[CH:11][C:10]=2[S:17](=[O:20])(=[O:19])[N:18]=1)[CH3:2]. The yield is 0.790. (3) The reactants are [Cl:1][C:2]1[N:7]2[N:8]=[C:9]([C:15]3[CH:20]=[CH:19][C:18]([F:21])=[CH:17][CH:16]=3)[C:10]([C:11](=O)[C:12]#[CH:13])=[C:6]2[CH:5]=[CH:4][CH:3]=1.S(O)(O)(=O)=O.[CH2:27]([NH:31][C:32]([NH2:34])=[NH:33])[CH2:28][CH2:29][CH3:30].[O-]CC.[Na+]. No catalyst specified. The product is [CH2:27]([NH:31][C:32]1[N:34]=[C:11]([C:10]2[C:9]([C:15]3[CH:20]=[CH:19][C:18]([F:21])=[CH:17][CH:16]=3)=[N:8][N:7]3[C:2]([Cl:1])=[CH:3][CH:4]=[CH:5][C:6]=23)[CH:12]=[CH:13][N:33]=1)[CH2:28][CH2:29][CH3:30]. The yield is 0.590. (4) The reactants are [CH2:1]([N:3]1[C:12]2[C:7](=[CH:8][N:9]=[C:10]([NH:13][CH2:14][CH2:15][O:16][CH3:17])[CH:11]=2)[CH:6]=[C:5]([C:18]2[C:19]([F:35])=[CH:20][C:21]([F:34])=[C:22]([NH:24][C:25]([NH:27][C:28]3[CH:33]=[CH:32][CH:31]=[CH:30][CH:29]=3)=[O:26])[CH:23]=2)[C:4]1=[O:36])[CH3:2].[CH3:37][S:38]([OH:41])(=[O:40])=[O:39]. The catalyst is CC#N. The product is [CH3:37][S:38]([OH:41])(=[O:40])=[O:39].[CH2:1]([N:3]1[C:12]2[C:7](=[CH:8][N:9]=[C:10]([NH:13][CH2:14][CH2:15][O:16][CH3:17])[CH:11]=2)[CH:6]=[C:5]([C:18]2[C:19]([F:35])=[CH:20][C:21]([F:34])=[C:22]([NH:24][C:25]([NH:27][C:28]3[CH:29]=[CH:30][CH:31]=[CH:32][CH:33]=3)=[O:26])[CH:23]=2)[C:4]1=[O:36])[CH3:2]. The yield is 0.800. (5) The reactants are O.[CH:2](=[O:9])[C:3]1[CH:8]=[CH:7][CH:6]=[CH:5][CH:4]=1.[CH2:10](O)[CH2:11][OH:12]. The catalyst is O.C1(C)C=CC(S(O)(=O)=O)=CC=1.C1C=CC=CC=1. The product is [C:3]1([CH:2]2[O:12][CH2:11][CH2:10][O:9]2)[CH:8]=[CH:7][CH:6]=[CH:5][CH:4]=1. The yield is 0.890. (6) The reactants are [CH2:1]([C:3]1[O:4][C:5]2[C:10]([C:11](=[O:20])[C:12]=1[C:13]1[CH:18]=[CH:17][CH:16]=[C:15]([F:19])[CH:14]=1)=[CH:9][C:8]([F:21])=[CH:7][CH:6]=2)[CH3:2].[Br:22]N1C(=O)CCC1=O.N(C(C)(C)C#N)=NC(C)(C)C#N. The catalyst is C(Cl)(Cl)(Cl)Cl.ClCCl. The product is [Br:22][CH:1]([C:3]1[O:4][C:5]2[C:10]([C:11](=[O:20])[C:12]=1[C:13]1[CH:18]=[CH:17][CH:16]=[C:15]([F:19])[CH:14]=1)=[CH:9][C:8]([F:21])=[CH:7][CH:6]=2)[CH3:2]. The yield is 0.550. (7) The reactants are [F:1][C:2]([F:24])([F:23])[C:3](=O)[CH2:4][C:5]([C:7]1[CH:8]=[N:9][N:10]([C:12]2[C:17]([C:18]([F:21])([F:20])[F:19])=[CH:16][CH:15]=[CH:14][N:13]=2)[CH:11]=1)=O.[C:25]([CH2:27][C:28]([NH:30][CH2:31][C:32]1[CH:37]=[CH:36][C:35]([F:38])=[CH:34][C:33]=1[F:39])=[O:29])#[N:26].N12CCCN=C1CCCCC2. The catalyst is C1C=CC=CC=1. The product is [F:39][C:33]1[CH:34]=[C:35]([F:38])[CH:36]=[CH:37][C:32]=1[CH2:31][N:30]1[C:5]([C:7]2[CH:8]=[N:9][N:10]([C:12]3[C:17]([C:18]([F:21])([F:20])[F:19])=[CH:16][CH:15]=[CH:14][N:13]=3)[CH:11]=2)=[CH:4][C:3]([C:2]([F:24])([F:23])[F:1])=[C:27]([C:25]#[N:26])[C:28]1=[O:29]. The yield is 0.360.